From a dataset of Forward reaction prediction with 1.9M reactions from USPTO patents (1976-2016). Predict the product of the given reaction. (1) Given the reactants C(=O)([O-])O.[Na+].[F:6][C:7]1[CH:8]=[C:9]([NH2:19])[CH:10]=[CH:11][C:12]=1[N:13]1[CH:17]=[N:16][C:15]([CH3:18])=[N:14]1.Cl[C:21]([O:23][CH2:24][C:25]1[CH:30]=[CH:29][CH:28]=[CH:27][CH:26]=1)=[O:22], predict the reaction product. The product is: [CH2:24]([O:23][C:21](=[O:22])[NH:19][C:9]1[CH:10]=[CH:11][C:12]([N:13]2[CH:17]=[N:16][C:15]([CH3:18])=[N:14]2)=[C:7]([F:6])[CH:8]=1)[C:25]1[CH:30]=[CH:29][CH:28]=[CH:27][CH:26]=1. (2) Given the reactants Br[C:2]1[CH:7]=[C:6]([F:8])[C:5]([F:9])=[CH:4][C:3]=1[C:10]1[CH:15]=[CH:14][C:13]([S:16]([CH3:19])(=[O:18])=[O:17])=[CH:12][CH:11]=1.[F:20][C:21]1[CH:26]=[CH:25][C:24](B(O)O)=[CH:23][C:22]=1[CH3:30], predict the reaction product. The product is: [F:9][C:5]1[CH:4]=[C:3]([C:10]2[CH:15]=[CH:14][C:13]([S:16]([CH3:19])(=[O:18])=[O:17])=[CH:12][CH:11]=2)[C:2]([C:24]2[CH:25]=[CH:26][C:21]([F:20])=[C:22]([CH3:30])[CH:23]=2)=[CH:7][C:6]=1[F:8]. (3) Given the reactants [NH:1]1[CH2:5][CH2:4][CH2:3][CH2:2]1.C(=O)([O-])[O-].[K+].[K+].[Br:12][C:13]1[CH:14]=[CH:15][C:16](F)=[C:17]([C:19](=[O:21])[CH3:20])[CH:18]=1.O, predict the reaction product. The product is: [Br:12][C:13]1[CH:14]=[CH:15][C:16]([N:1]2[CH2:5][CH2:4][CH2:3][CH2:2]2)=[C:17]([C:19](=[O:21])[CH3:20])[CH:18]=1. (4) Given the reactants [OH-].[Na+].[F:3][C:4]1[CH:9]=[CH:8][C:7]([C:10]2[O:11][C:12]3[CH:23]=[C:22]([N+:24]([O-:26])=[O:25])[C:21]([OH:27])=[CH:20][C:13]=3[C:14]=2[C:15]([O:17]CC)=[O:16])=[CH:6][CH:5]=1, predict the reaction product. The product is: [F:3][C:4]1[CH:5]=[CH:6][C:7]([C:10]2[O:11][C:12]3[CH:23]=[C:22]([N+:24]([O-:26])=[O:25])[C:21]([OH:27])=[CH:20][C:13]=3[C:14]=2[C:15]([OH:17])=[O:16])=[CH:8][CH:9]=1. (5) Given the reactants C([O:3][C:4]([C:6]1[N:7]=[C:8]([NH:11][C:12]2[N:22]=[C:21]3[C:15]([N:16]([CH3:29])[C:17](=[O:28])[CH2:18][CH2:19][N:20]3[CH:23]3[CH2:27][CH2:26][CH2:25][CH2:24]3)=[CH:14][N:13]=2)[O:9][CH:10]=1)=[O:5])C.O.[OH-].[Li+], predict the reaction product. The product is: [CH:23]1([N:20]2[CH2:19][CH2:18][C:17](=[O:28])[N:16]([CH3:29])[C:15]3[C:21]2=[N:22][C:12]([NH:11][C:8]2[O:9][CH:10]=[C:6]([C:4]([OH:5])=[O:3])[N:7]=2)=[N:13][CH:14]=3)[CH2:24][CH2:25][CH2:26][CH2:27]1. (6) Given the reactants [Cl:1][C:2]1[CH:7]=[CH:6][N:5]2[N:8]=[CH:9][CH:10]=[C:4]2[N:3]=1.[I:11]NC(=O)CCC(N)=O.O, predict the reaction product. The product is: [Cl:1][C:2]1[CH:7]=[CH:6][N:5]2[N:8]=[CH:9][C:10]([I:11])=[C:4]2[N:3]=1. (7) Given the reactants [F:1][C:2]1[CH:27]=[CH:26][CH:25]=[C:24]([F:28])[C:3]=1[C:4]([NH:6][C:7]([CH3:23])([CH3:22])[C:8]([C:10]1[CH:15]=[CH:14][C:13]([CH:16]2[CH2:18][CH:17]2C(O)=O)=[CH:12][CH:11]=1)=[O:9])=[O:5].C([N:31]([CH2:34]C)CC)C.C1(P(N=[N+]=[N-])(C2C=CC=CC=2)=[O:43])C=CC=CC=1.[C:53]([OH:57])([CH3:56])([CH3:55])[CH3:54], predict the reaction product. The product is: [F:28][C:24]1[CH:25]=[CH:26][CH:27]=[C:2]([F:1])[C:3]=1[C:4]([NH:6][C:7]([CH3:23])([CH3:22])[C:8]([C:10]1[CH:15]=[CH:14][C:13]([C@@H:16]2[CH2:18][C@H:17]2[NH:31][C:34](=[O:43])[O:57][C:53]([CH3:56])([CH3:55])[CH3:54])=[CH:12][CH:11]=1)=[O:9])=[O:5]. (8) Given the reactants I[C:2]1[CH:8]=[CH:7][C:5]([NH2:6])=[CH:4][CH:3]=1.C1C=CC(P(C2C=CC=CC=2)C2C=CC=CC=2)=CC=1.C([O-])([O-])=O.[K+].[K+].[CH2:34]([OH:39])[CH2:35][CH2:36][C:37]#[CH:38], predict the reaction product. The product is: [NH2:6][C:5]1[CH:7]=[CH:8][C:2]([C:38]#[C:37][CH2:36][CH2:35][CH2:34][OH:39])=[CH:3][CH:4]=1. (9) Given the reactants [NH2:1][CH2:2][CH:3]1[CH2:8][CH2:7][N:6]([C:9]([O:11][C:12]([CH3:15])([CH3:14])[CH3:13])=[O:10])[CH2:5][CH2:4]1.[Cl:16][C:17]1[C:22]([N+:23]([O-:25])=[O:24])=[C:21](Cl)[CH:20]=[C:19]([CH2:27][CH2:28][CH2:29][CH2:30][CH3:31])[N:18]=1.C(N(CC)CC)C, predict the reaction product. The product is: [Cl:16][C:17]1[C:22]([N+:23]([O-:25])=[O:24])=[C:21]([NH:1][CH2:2][CH:3]2[CH2:8][CH2:7][N:6]([C:9]([O:11][C:12]([CH3:15])([CH3:14])[CH3:13])=[O:10])[CH2:5][CH2:4]2)[CH:20]=[C:19]([CH2:27][CH2:28][CH2:29][CH2:30][CH3:31])[N:18]=1. (10) Given the reactants [Cl:1][CH:2]([C:14]1[CH:19]=[CH:18][CH:17]=[CH:16][CH:15]=1)[C:3]([C:5]1[C:13]2[C:8](=[CH:9][CH:10]=[CH:11][CH:12]=2)[NH:7][CH:6]=1)=[O:4].[H-].[Na+].[CH3:22][N:23]1[CH:27]=[C:26]([S:28](Cl)(=[O:30])=[O:29])[N:25]=[CH:24]1.O, predict the reaction product. The product is: [Cl:1][CH:2]([C:14]1[CH:19]=[CH:18][CH:17]=[CH:16][CH:15]=1)[C:3]([C:5]1[C:13]2[C:8](=[CH:9][CH:10]=[CH:11][CH:12]=2)[N:7]([S:28]([C:26]2[N:25]=[CH:24][N:23]([CH3:22])[CH:27]=2)(=[O:30])=[O:29])[CH:6]=1)=[O:4].